Dataset: Catalyst prediction with 721,799 reactions and 888 catalyst types from USPTO. Task: Predict which catalyst facilitates the given reaction. Reactant: [N+:1]([C:4]1[CH:9]=[CH:8][C:7](O)=[CH:6][CH:5]=1)([O-:3])=[O:2].[ClH:11].COC[O:15][CH3:16]. Product: [Cl:11][CH2:7][C:8]1[CH:9]=[C:4]([N+:1]([O-:3])=[O:2])[CH:5]=[CH:6][C:16]=1[OH:15]. The catalyst class is: 82.